From a dataset of Full USPTO retrosynthesis dataset with 1.9M reactions from patents (1976-2016). Predict the reactants needed to synthesize the given product. The reactants are: [C:1]([O:5][C:6](=[O:32])/[CH:7]=[CH:8]/[C:9]1[CH:14]=[CH:13][C:12]([C:15]2[CH:20]=[CH:19][C:18]([OH:21])=[C:17]([C:22]34[CH2:31][CH:26]5[CH2:27][CH:28]([CH2:30][CH:24]([CH2:25]5)[CH2:23]3)[CH2:29]4)[CH:16]=2)=[CH:11][CH:10]=1)([CH3:4])([CH3:3])[CH3:2].Cl[CH2:34][N:35]1[C:39](=[O:40])[C:38]2=[CH:41][CH:42]=[CH:43][CH:44]=[C:37]2[C:36]1=[O:45].C([O-])([O-])=O.[K+].[K+].[Na+].[I-]. Given the product [C:1]([O:5][C:6](=[O:32])[CH:7]=[CH:8][C:9]1[CH:10]=[CH:11][C:12]([C:15]2[CH:20]=[CH:19][C:18]([O:21][CH2:34][N:35]3[C:39](=[O:40])[C:38]4[C:37](=[CH:44][CH:43]=[CH:42][CH:41]=4)[C:36]3=[O:45])=[C:17]([C:22]34[CH2:31][CH:26]5[CH2:27][CH:28]([CH2:30][CH:24]([CH2:25]5)[CH2:23]3)[CH2:29]4)[CH:16]=2)=[CH:13][CH:14]=1)([CH3:4])([CH3:2])[CH3:3], predict the reactants needed to synthesize it.